Task: Predict the reactants needed to synthesize the given product.. Dataset: Full USPTO retrosynthesis dataset with 1.9M reactions from patents (1976-2016) (1) The reactants are: [Br:1][C:2]1[CH:7]=[CH:6][C:5]([CH:8]([OH:11])C=C)=[C:4]([O:12][CH2:13][C:14]([CH3:16])=[CH2:15])[CH:3]=1. Given the product [Br:1][C:2]1[CH:7]=[CH:6][C:5]2[CH:8]([OH:11])[CH:16]=[C:14]([CH3:15])[CH2:13][O:12][C:4]=2[CH:3]=1, predict the reactants needed to synthesize it. (2) The reactants are: Br[C:2]1[CH:7]=[CH:6][N:5]=[C:4]2[N:8]([S:14]([C:17]3[CH:22]=[CH:21][CH:20]=[CH:19][CH:18]=3)(=[O:16])=[O:15])[C:9]([CH:11]([F:13])[F:12])=[CH:10][C:3]=12.[O:23]=[S:24]1(=[O:49])[CH2:29][CH2:28][CH:27]([NH:30][S:31]([C:34]2[CH:39]=[CH:38][C:37](B3OC(C)(C)C(C)(C)O3)=[CH:36][CH:35]=2)(=[O:33])=[O:32])[CH2:26][CH2:25]1.C(=O)([O-])[O-].[Na+].[Na+].C(Cl)Cl. Given the product [F:12][CH:11]([F:13])[C:9]1[N:8]([S:14]([C:17]2[CH:22]=[CH:21][CH:20]=[CH:19][CH:18]=2)(=[O:16])=[O:15])[C:4]2=[N:5][CH:6]=[CH:7][C:2]([C:37]3[CH:36]=[CH:35][C:34]([S:31]([NH:30][CH:27]4[CH2:26][CH2:25][S:24](=[O:23])(=[O:49])[CH2:29][CH2:28]4)(=[O:32])=[O:33])=[CH:39][CH:38]=3)=[C:3]2[CH:10]=1, predict the reactants needed to synthesize it. (3) Given the product [CH:1]1([CH2:4][CH2:5][O:6][C:7]2[CH:8]=[CH:9][C:10]([C:11]3[O:17][C:15](=[O:16])/[C:14](=[CH:27]/[C:26]4[CH:29]=[CH:30][C:23]([O:22][C:21]([F:20])([F:31])[F:32])=[CH:24][CH:25]=4)/[N:13]=3)=[CH:18][CH:19]=2)[CH2:2][CH2:3]1, predict the reactants needed to synthesize it. The reactants are: [CH:1]1([CH2:4][CH2:5][O:6][C:7]2[CH:19]=[CH:18][C:10]([C:11]([NH:13][CH2:14][C:15]([OH:17])=[O:16])=O)=[CH:9][CH:8]=2)[CH2:3][CH2:2]1.[F:20][C:21]([F:32])([F:31])[O:22][C:23]1[CH:30]=[CH:29][C:26]([CH:27]=O)=[CH:25][CH:24]=1. (4) Given the product [Cl:1][C:2]1[CH:7]=[CH:6][C:5]([NH:8][CH2:9][C:10]([OH:12])=[O:11])=[C:4]([N:15]2[C:23]3[C:18](=[CH:19][C:20]([O:24][CH3:25])=[CH:21][CH:22]=3)[CH:17]=[CH:16]2)[CH:3]=1, predict the reactants needed to synthesize it. The reactants are: [Cl:1][C:2]1[CH:7]=[CH:6][C:5]([NH:8][CH2:9][C:10]([O:12]CC)=[O:11])=[C:4]([N:15]2[C:23]3[C:18](=[CH:19][C:20]([O:24][CH3:25])=[CH:21][CH:22]=3)[CH:17]=[CH:16]2)[CH:3]=1. (5) The reactants are: C(N(CC)CC)C.[CH3:8][C:9]1[CH:14]=[C:13]([CH3:15])[CH:12]=[CH:11][C:10]=1[N:16]([CH2:29][CH:30]([CH3:32])[CH3:31])[S:17]([C:20]1[CH:25]=[CH:24][C:23]([CH:26]2[CH2:28][O:27]2)=[CH:22][CH:21]=1)(=[O:19])=[O:18].[N:33]1[CH:38]=[CH:37][CH:36]=[C:35]([CH2:39][NH2:40])[CH:34]=1. Given the product [N:33]1[CH:38]=[CH:37][CH:36]=[C:35]([CH2:39][NH2:40])[CH:34]=1.[CH3:8][C:9]1[CH:14]=[C:13]([CH3:15])[CH:12]=[CH:11][C:10]=1[N:16]([CH2:29][CH:30]([CH3:32])[CH3:31])[S:17]([C:20]1[CH:25]=[CH:24][C:23]([CH:26]([OH:27])[CH2:28][NH:40][CH2:39][C:35]2[CH:34]=[N:33][CH:38]=[CH:37][CH:36]=2)=[CH:22][CH:21]=1)(=[O:18])=[O:19], predict the reactants needed to synthesize it. (6) Given the product [CH2:47]([O:46][C:43]1[CH:44]=[CH:45][C:40]([C:17]2[CH:16]=[C:15]([CH:20]=[CH:19][CH:18]=2)[CH2:14][C:9]2[C:10](=[O:13])[CH:11]=[CH:12][N:7]([C:5]3[CH:4]=[N:3][N:2]([CH3:1])[CH:6]=3)[N:8]=2)=[N:41][CH:42]=1)[CH3:48], predict the reactants needed to synthesize it. The reactants are: [CH3:1][N:2]1[CH:6]=[C:5]([N:7]2[CH:12]=[CH:11][C:10](=[O:13])[C:9]([CH2:14][C:15]3[CH:20]=[CH:19][CH:18]=[C:17](B4OC(C)(C)C(C)(C)O4)[CH:16]=3)=[N:8]2)[CH:4]=[N:3]1.C(Cl)Cl.C([O-])([O-])=O.[Na+].[Na+].Br[C:40]1[CH:45]=[CH:44][C:43]([O:46][CH2:47][CH3:48])=[CH:42][N:41]=1. (7) Given the product [CH:46]1([CH2:45][CH2:44][CH2:43][CH2:42][C:34]2[N:33]([CH2:32][CH2:31][O:19][C:12]3[CH:11]=[CH:10][C:9]([CH2:8][CH:4]4[S:3][C:2](=[O:1])[NH:6][C:5]4=[O:7])=[CH:18][C:13]=3[C:14]([O:16][CH3:17])=[O:15])[C:37]3[CH:38]=[CH:39][CH:40]=[CH:41][C:36]=3[N:35]=2)[CH2:51][CH2:50][CH2:49][CH2:48][CH2:47]1, predict the reactants needed to synthesize it. The reactants are: [O:1]=[C:2]1[NH:6][C:5](=[O:7])[CH:4]([CH2:8][C:9]2[CH:10]=[CH:11][C:12]([OH:19])=[C:13]([CH:18]=2)[C:14]([O:16][CH3:17])=[O:15])[S:3]1.C(=O)([O-])[O-].[Cs+].[Cs+].CS(O[CH2:31][CH2:32][N:33]1[C:37]2[CH:38]=[CH:39][CH:40]=[CH:41][C:36]=2[N:35]=[C:34]1[CH2:42][CH2:43][CH2:44][CH2:45][CH:46]1[CH2:51][CH2:50][CH2:49][CH2:48][CH2:47]1)(=O)=O.O. (8) Given the product [Cl:13][C:14]1[CH:22]=[CH:21][C:17]([C:18]([N:10]=[C:8]2[N:7]([CH:24]([CH2:29][CH3:30])[C:25]([OH:27])=[O:26])[C:6]3[CH:11]=[C:2]([F:1])[C:3]([F:12])=[CH:4][C:5]=3[S:9]2)=[O:19])=[CH:16][CH:15]=1, predict the reactants needed to synthesize it. The reactants are: [F:1][C:2]1[C:3]([F:12])=[CH:4][C:5]2[S:9][C:8]([NH2:10])=[N:7][C:6]=2[CH:11]=1.[Cl:13][C:14]1[CH:22]=[CH:21][C:17]([C:18](Cl)=[O:19])=[CH:16][CH:15]=1.Br[CH:24]([CH2:29][CH3:30])[C:25]([O:27]C)=[O:26].COC1C=CC2N=C(N)SC=2C=1.ClC1C=C(C=CC=1)C(Cl)=O.BrCC(OCC)=O. (9) Given the product [O:19]=[C:18]1[CH:17]=[CH:16][N:15]([C:20]2[CH:25]=[CH:24][CH:23]=[C:22]([C:26]([F:29])([F:28])[F:27])[CH:21]=2)[N:14]=[C:13]1[CH:12]=[O:11], predict the reactants needed to synthesize it. The reactants are: C(Cl)(=O)C(Cl)=O.CS(C)=O.[OH:11][CH2:12][C:13]1[C:18](=[O:19])[CH:17]=[CH:16][N:15]([C:20]2[CH:25]=[CH:24][CH:23]=[C:22]([C:26]([F:29])([F:28])[F:27])[CH:21]=2)[N:14]=1.CCN(CC)CC.